Dataset: Reaction yield outcomes from USPTO patents with 853,638 reactions. Task: Predict the reaction yield, written as a fraction of the theoretical maximum amount of product (1.0 means a 100% yield; for example, 0.34 means a 34% yield). (1) The reactants are NC1C=CC(C2C=C3C(CN([C@@H](C(C)C)C(OC)=O)C3=O)=CC=2)=CC=1.[CH3:26][C:27]([N:33]1[CH2:41][C:40]2[C:35](=[CH:36][C:37]([C:42]3[CH:47]=[CH:46][C:45]([N+:48]([O-])=O)=[CH:44][CH:43]=3)=[CH:38][CH:39]=2)[C:34]1=[O:51])([CH3:32])[C:28]([O:30][CH3:31])=[O:29]. No catalyst specified. The product is [NH2:48][C:45]1[CH:44]=[CH:43][C:42]([C:37]2[CH:36]=[C:35]3[C:40]([CH2:41][N:33]([C:27]([CH3:32])([CH3:26])[C:28]([O:30][CH3:31])=[O:29])[C:34]3=[O:51])=[CH:39][CH:38]=2)=[CH:47][CH:46]=1. The yield is 0.780. (2) The product is [Cl:1][C:2]1[CH:7]=[CH:6][CH:5]=[CH:4][C:3]=1[CH:8]([CH:22]1[CH2:26][CH2:25][CH2:24][CH2:23]1)[NH:9][C:10]([C:12]1[CH:13]=[C:14]2[C:18](=[CH:19][CH:20]=1)[NH:17][N:16]=[C:15]2[C:38]1[CH:39]=[CH:40][C:35]([O:34][CH:31]2[CH2:30][CH2:29][N:28]([CH3:27])[CH2:33][CH2:32]2)=[CH:36][CH:37]=1)=[O:11]. The reactants are [Cl:1][C:2]1[CH:7]=[CH:6][CH:5]=[CH:4][C:3]=1[CH:8]([CH:22]1[CH2:26][CH2:25][CH2:24][CH2:23]1)[NH:9][C:10]([C:12]1[CH:13]=[C:14]2[C:18](=[CH:19][CH:20]=1)[NH:17][N:16]=[C:15]2I)=[O:11].[CH3:27][N:28]1[CH2:33][CH2:32][CH:31]([O:34][C:35]2[CH:40]=[CH:39][C:38](B3OC(C)(C)C(C)(C)O3)=[CH:37][CH:36]=2)[CH2:30][CH2:29]1.C([O-])([O-])=O.[Na+].[Na+]. The yield is 0.0500. The catalyst is CCO.C1C=CC([P]([Pd]([P](C2C=CC=CC=2)(C2C=CC=CC=2)C2C=CC=CC=2)([P](C2C=CC=CC=2)(C2C=CC=CC=2)C2C=CC=CC=2)[P](C2C=CC=CC=2)(C2C=CC=CC=2)C2C=CC=CC=2)(C2C=CC=CC=2)C2C=CC=CC=2)=CC=1. (3) The reactants are [CH3:1][O:2][C:3]1[CH:10]=[CH:9][CH:8]=[CH:7][C:4]=1[CH2:5][NH2:6].C(N(CC)CC)C.[N:18]1[CH:23]=[CH:22][CH:21]=[CH:20][C:19]=1[CH2:24][CH2:25][NH2:26].[O:27]1CC[O:30][CH2:29][CH2:28]1. No catalyst specified. The product is [CH3:1][O:2][C:3]1[CH:10]=[CH:9][CH:8]=[CH:7][C:4]=1[CH2:5][NH:6][C:29](=[O:30])[C:28]([NH:26][CH2:25][CH2:24][C:19]1[CH:20]=[CH:21][CH:22]=[CH:23][N:18]=1)=[O:27]. The yield is 0.700. (4) The reactants are [CH:1]([C:4]1[CH:10]=[CH:9][CH:8]=[CH:7][C:5]=1[NH2:6])([CH3:3])[CH3:2].C(=O)(O)[O-].[Na+].ClC(Cl)(OC(=O)OC(Cl)(Cl)Cl)Cl.[N-:28]=[C:29]=[O:30].[F:31][C:32]([F:56])([F:55])[O:33][C:34]1[CH:39]=[CH:38][C:37]([N:40]2[CH:44]=[N:43][C:42]([C:45]3[CH:50]=[CH:49][C:48]([CH2:51][CH2:52][CH2:53]N)=[CH:47][CH:46]=3)=[N:41]2)=[CH:36][CH:35]=1.C(=O)([O-])[O-].[Cs+].[Cs+]. The catalyst is ClCCl.O.C(#N)C. The product is [CH:1]([C:4]1[CH:10]=[CH:9][CH:8]=[CH:7][C:5]=1[NH:6][C:29]([NH:28][CH2:53][CH2:52][CH2:51][C:48]1[CH:47]=[CH:46][C:45]([C:42]2[N:43]=[CH:44][N:40]([C:37]3[CH:38]=[CH:39][C:34]([O:33][C:32]([F:56])([F:31])[F:55])=[CH:35][CH:36]=3)[N:41]=2)=[CH:50][CH:49]=1)=[O:30])([CH3:3])[CH3:2]. The yield is 0.160.